This data is from Forward reaction prediction with 1.9M reactions from USPTO patents (1976-2016). The task is: Predict the product of the given reaction. (1) Given the reactants [CH3:1][C:2](=O)[C:3]([CH3:6])([CH3:5])[CH3:4].[C:8](OCC)(=O)[C:9]([O:11][CH2:12][CH3:13])=[O:10].[O-]CC.[Na+].[Na].O.[NH2:24][NH2:25], predict the reaction product. The product is: [CH2:12]([O:11][C:9]([C:8]1[CH:1]=[C:2]([C:3]([CH3:6])([CH3:5])[CH3:4])[NH:25][N:24]=1)=[O:10])[CH3:13]. (2) Given the reactants [C:1]([O:5][C:6](=[O:24])[NH:7][C:8]1[CH:13]=[C:12]([NH:14][CH2:15][CH:16]([CH3:18])[CH3:17])[C:11]([C:19]([F:22])([F:21])[F:20])=[CH:10][C:9]=1[NH2:23])([CH3:4])([CH3:3])[CH3:2].C([O:29][C:30](=O)[CH2:31][C:32](=[O:45])[C:33]1[CH:38]=[CH:37][CH:36]=[C:35]([C:39]2[CH:44]=[CH:43][N:42]=[CH:41][CH:40]=2)[CH:34]=1)(C)(C)C, predict the reaction product. The product is: [C:1]([O:5][C:6](=[O:24])[NH:7][C:8]1[CH:13]=[C:12]([NH:14][CH2:15][CH:16]([CH3:17])[CH3:18])[C:11]([C:19]([F:22])([F:21])[F:20])=[CH:10][C:9]=1[NH:23][C:30](=[O:29])[CH2:31][C:32](=[O:45])[C:33]1[CH:38]=[CH:37][CH:36]=[C:35]([C:39]2[CH:40]=[CH:41][N:42]=[CH:43][CH:44]=2)[CH:34]=1)([CH3:3])([CH3:4])[CH3:2]. (3) Given the reactants [CH3:1][C:2]1[CH:3]=[C:4]([NH:9][CH2:10][CH2:11][C:12]2[CH:17]=[CH:16][C:15]([F:18])=[CH:14][CH:13]=2)[CH:5]=[CH:6][C:7]=1[CH3:8].[CH3:19][N:20]1[C:28]([C:29](O)=[O:30])=[C:27]2[C:22]([CH:23]=[CH:24][CH:25]=[CH:26]2)=[N:21]1, predict the reaction product. The product is: [CH3:1][C:2]1[CH:3]=[C:4]([N:9]([CH2:10][CH2:11][C:12]2[CH:13]=[CH:14][C:15]([F:18])=[CH:16][CH:17]=2)[C:29]([C:28]2[N:20]([CH3:19])[N:21]=[C:22]3[C:27]=2[CH:26]=[CH:25][CH:24]=[CH:23]3)=[O:30])[CH:5]=[CH:6][C:7]=1[CH3:8]. (4) Given the reactants [CH3:1][O:2][C:3]1[CH:4]=[C:5]2[C:10](=[CH:11][C:12]=1[O:13][CH3:14])[N:9]=[CH:8][CH:7]=[C:6]2[O:15][C:16]1[C:22]([CH3:23])=[CH:21][C:19]([NH2:20])=[C:18]([CH3:24])[CH:17]=1.C1(C)C=CC=CC=1.C(N(CC)CC)C.Cl[C:40](Cl)([O:42]C(=O)OC(Cl)(Cl)Cl)Cl.[Br:51][C:52]1[CH:53]=[C:54]([CH:58]=[CH:59][CH:60]=1)[CH:55]([OH:57])[CH3:56], predict the reaction product. The product is: [CH3:1][O:2][C:3]1[CH:4]=[C:5]2[C:10](=[CH:11][C:12]=1[O:13][CH3:14])[N:9]=[CH:8][CH:7]=[C:6]2[O:15][C:16]1[C:22]([CH3:23])=[CH:21][C:19]([NH:20][C:40](=[O:42])[O:57][CH:55]([C:54]2[CH:58]=[CH:59][CH:60]=[C:52]([Br:51])[CH:53]=2)[CH3:56])=[C:18]([CH3:24])[CH:17]=1.